From a dataset of Forward reaction prediction with 1.9M reactions from USPTO patents (1976-2016). Predict the product of the given reaction. (1) Given the reactants C(OP([CH2:9][C:10]([O:12][CH2:13][CH3:14])=[O:11])(OCC)=O)C.[H-].[Na+].[Br:17][C:18]1[CH:19]=[C:20]([C:25]([O:27][C:28]([CH3:31])([CH3:30])[CH3:29])=[O:26])[S:21][C:22]=1[CH:23]=O.O, predict the reaction product. The product is: [Br:17][C:18]1[CH:19]=[C:20]([C:25]([O:27][C:28]([CH3:31])([CH3:30])[CH3:29])=[O:26])[S:21][C:22]=1/[CH:23]=[CH:9]/[C:10]([O:12][CH2:13][CH3:14])=[O:11]. (2) Given the reactants [NH3:1].O1CCOCC1.[Cl:8][C:9]1[C:13]([Cl:14])=[C:12]([CH3:15])[NH:11][C:10]=1[C:16]([NH:18][CH:19]1[CH2:24][CH2:23][N:22]([C:25]2[S:26][C:27]([S:30]([OH:33])(=O)=[O:31])=[CH:28][N:29]=2)[CH2:21][CH2:20]1)=[O:17], predict the reaction product. The product is: [NH2:1][S:30]([C:27]1[S:26][C:25]([N:22]2[CH2:23][CH2:24][CH:19]([NH:18][C:16]([C:10]3[NH:11][C:12]([CH3:15])=[C:13]([Cl:14])[C:9]=3[Cl:8])=[O:17])[CH2:20][CH2:21]2)=[N:29][CH:28]=1)(=[O:33])=[O:31]. (3) Given the reactants [Cl:1][C:2]1[CH:3]=[C:4]2[C:8](=[CH:9][CH:10]=1)[NH:7][CH:6]=[C:5]2[CH2:11][CH2:12][NH:13][C:14](=[O:22])[C:15]1[CH:20]=[CH:19][CH:18]=[C:17](I)[CH:16]=1.[F:23][C:24]1[CH:29]=[CH:28][CH:27]=[CH:26][C:25]=1B(O)O.C(=O)([O-])[O-].[Na+].[Na+], predict the reaction product. The product is: [Cl:1][C:2]1[CH:3]=[C:4]2[C:8](=[CH:9][CH:10]=1)[NH:7][CH:6]=[C:5]2[CH2:11][CH2:12][NH:13][C:14]([C:15]1[CH:16]=[C:17]([C:25]2[CH:26]=[CH:27][CH:28]=[CH:29][C:24]=2[F:23])[CH:18]=[CH:19][CH:20]=1)=[O:22].